From a dataset of Forward reaction prediction with 1.9M reactions from USPTO patents (1976-2016). Predict the product of the given reaction. (1) Given the reactants [CH2:1]([O:3][C:4]1[CH:9]=[CH:8][CH:7]=[CH:6][C:5]=1[C:10]1[CH:15]=[CH:14][CH:13]=[CH:12][C:11]=1[C:16]1[N:20]([C:21]2[CH:26]=[CH:25][CH:24]=[CH:23][C:22]=2[F:27])[N:19]=[N:18][N:17]=1)[CH3:2].BrCC#[N:31], predict the reaction product. The product is: [F:27][C:22]1[CH:23]=[CH:24][CH:25]=[CH:26][C:21]=1[N:20]1[C:16]([C:11]2[CH:12]=[CH:13][CH:14]=[CH:15][C:10]=2[C:5]2[CH:6]=[CH:7][CH:8]=[CH:9][C:4]=2[O:3][CH2:1][C:2]#[N:31])=[N:17][N:18]=[N:19]1. (2) Given the reactants O.[OH-].[Na+:3].[NH2:4][CH2:5][CH2:6][S:7]([OH:10])(=[O:9])=[O:8].[C:11](Cl)([O:13][CH2:14][C:15]1[CH:20]=[CH:19][CH:18]=[CH:17][CH:16]=1)=[O:12], predict the reaction product. The product is: [Na+:3].[C:11]([NH:4][CH2:5][CH2:6][S:7]([O-:10])(=[O:9])=[O:8])([O:13][CH2:14][C:15]1[CH:20]=[CH:19][CH:18]=[CH:17][CH:16]=1)=[O:12]. (3) Given the reactants Cl[C:2]1[C:3]2[C:4](=[CH:18][N:19](CC3C=CC(OC)=CC=3)[N:20]=2)[N:5]=[C:6]([C:8]2[CH:9]=[C:10]([CH:15]=[CH:16][CH:17]=2)[C:11]([O:13][CH3:14])=[O:12])[N:7]=1.[NH:30]1[C:38]2[C:33](=[CH:34][CH:35]=[C:36]([NH2:39])[CH:37]=2)[CH:32]=[N:31]1.Cl, predict the reaction product. The product is: [NH:30]1[C:38]2[C:33](=[CH:34][CH:35]=[C:36]([NH:39][C:2]3[C:3]4[NH:20][N:19]=[CH:18][C:4]=4[N:5]=[C:6]([C:8]4[CH:9]=[C:10]([CH:15]=[CH:16][CH:17]=4)[C:11]([O:13][CH3:14])=[O:12])[N:7]=3)[CH:37]=2)[CH:32]=[N:31]1. (4) Given the reactants [OH:1][CH2:2][CH2:3][NH:4][C:5]([C@@H:7]1[CH2:12][O:11][CH2:10][CH2:9][N:8]1C(OC(C)(C)C)=O)=[O:6].[ClH:20].[C:21](O)(=[O:23])[CH3:22], predict the reaction product. The product is: [ClH:20].[C:21]([O:1][CH2:2][CH2:3][NH:4][C:5]([C@@H:7]1[CH2:12][O:11][CH2:10][CH2:9][NH:8]1)=[O:6])(=[O:23])[CH3:22]. (5) Given the reactants [CH:1]1([C:6]([N:8]2[CH2:13][CH:12]([C:14]3[CH:19]=[CH:18][C:17]([CH2:20][CH3:21])=[CH:16][CH:15]=3)[CH2:11][CH:10]([C:22]([OH:24])=O)[CH2:9]2)=[O:7])[CH2:5][CH2:4][CH2:3][CH2:2]1.O[N:26]=[C:27]([C:29]1[CH:34]=[CH:33][N:32]=[CH:31][CH:30]=1)[NH2:28], predict the reaction product. The product is: [CH:1]1([C:6]([N:8]2[CH2:13][CH:12]([C:14]3[CH:15]=[CH:16][C:17]([CH2:20][CH3:21])=[CH:18][CH:19]=3)[CH2:11][CH:10]([C:22]3[O:24][N:28]=[C:27]([C:29]4[CH:34]=[CH:33][N:32]=[CH:31][CH:30]=4)[N:26]=3)[CH2:9]2)=[O:7])[CH2:5][CH2:4][CH2:3][CH2:2]1.